This data is from Forward reaction prediction with 1.9M reactions from USPTO patents (1976-2016). The task is: Predict the product of the given reaction. Given the reactants [CH:1]1([N:4]([CH2:28][C:29]2[CH:34]=[C:33]([CH2:35][CH2:36][CH2:37][O:38][CH3:39])[CH:32]=[C:31]([OH:40])[CH:30]=2)[C:5]([C@H:7]2[C@H:12]([C:13]3[CH:18]=[CH:17][N:16]([CH3:19])[C:15](=[O:20])[CH:14]=3)[CH2:11][CH2:10][N:9]([C:21]([O:23][C:24]([CH3:27])([CH3:26])[CH3:25])=[O:22])[CH2:8]2)=[O:6])[CH2:3][CH2:2]1.C(=O)([O-])[O-].[Cs+].[Cs+].[I-].[Na+].Cl[CH2:50][CH2:51][O:52][CH:53]1[CH2:55][CH2:54]1, predict the reaction product. The product is: [CH:1]1([N:4]([CH2:28][C:29]2[CH:34]=[C:33]([CH2:35][CH2:36][CH2:37][O:38][CH3:39])[CH:32]=[C:31]([O:40][CH2:50][CH2:51][O:52][CH:53]3[CH2:55][CH2:54]3)[CH:30]=2)[C:5]([C@H:7]2[C@H:12]([C:13]3[CH:18]=[CH:17][N:16]([CH3:19])[C:15](=[O:20])[CH:14]=3)[CH2:11][CH2:10][N:9]([C:21]([O:23][C:24]([CH3:25])([CH3:26])[CH3:27])=[O:22])[CH2:8]2)=[O:6])[CH2:3][CH2:2]1.